From a dataset of Forward reaction prediction with 1.9M reactions from USPTO patents (1976-2016). Predict the product of the given reaction. The product is: [F:20][C:17]1[CH:16]=[C:15]([F:21])[CH:14]=[CH:19][C:18]=1[CH2:11][NH:9][CH:8]=[C:4]1[CH:5]=[N:6][N:7]([CH3:22])[C:3]1=[O:2]. Given the reactants [Cl-].[OH:2][C:3]1[NH:7][N:6]=[CH:5][C:4]=1[CH:8]=[N+:9]([CH3:11])C.CN[C:14]1[CH:19]=[CH:18][C:17]([F:20])=[CH:16][C:15]=1[F:21].[CH2:22](O)C, predict the reaction product.